From a dataset of Full USPTO retrosynthesis dataset with 1.9M reactions from patents (1976-2016). Predict the reactants needed to synthesize the given product. (1) The reactants are: [C:1]([C:3]1[CH:38]=[CH:37][C:6]([CH2:7][C@@:8]2([CH3:36])[N:12]3[C:13]([C:16]([NH:18][C@@H:19]([CH2:23][C:24]([NH2:26])=[O:25])[C:20]([OH:22])=O)=[O:17])=[CH:14][N:15]=[C:11]3[N:10]([C:27]3[CH:32]=[C:31]([Cl:33])[CH:30]=[C:29]([Cl:34])[CH:28]=3)[C:9]2=[O:35])=[CH:5][CH:4]=1)#[N:2].Cl.[F:40][C:41]1([F:45])[CH2:44][NH:43][CH2:42]1.C1C=NC2N(O)N=NC=2C=1.CN(C(ON1N=NC2C=CC=NC1=2)=[N+](C)C)C.F[P-](F)(F)(F)(F)F.C(N(C(C)C)CC)(C)C. Given the product [C:24]([CH2:23][C@H:19]([NH:18][C:16]([C:13]1[N:12]2[C@@:8]([CH2:7][C:6]3[CH:37]=[CH:38][C:3]([C:1]#[N:2])=[CH:4][CH:5]=3)([CH3:36])[C:9](=[O:35])[N:10]([C:27]3[CH:32]=[C:31]([Cl:33])[CH:30]=[C:29]([Cl:34])[CH:28]=3)[C:11]2=[N:15][CH:14]=1)=[O:17])[C:20]([N:43]1[CH2:44][C:41]([F:45])([F:40])[CH2:42]1)=[O:22])(=[O:25])[NH2:26], predict the reactants needed to synthesize it. (2) Given the product [CH2:18]([N:25]([OH:26])[C:14]([C:10]1[CH:9]=[C:8]([Br:7])[CH:13]=[CH:12][N:11]=1)=[O:16])[C:19]1[CH:24]=[CH:23][CH:22]=[CH:21][CH:20]=1, predict the reactants needed to synthesize it. The reactants are: C(Cl)(=O)C(Cl)=O.[Br:7][C:8]1[CH:13]=[CH:12][N:11]=[C:10]([C:14]([OH:16])=O)[CH:9]=1.Cl.[CH2:18]([NH:25][OH:26])[C:19]1[CH:24]=[CH:23][CH:22]=[CH:21][CH:20]=1.C(N(CC)CC)C.C(=O)(O)[O-].[Na+]. (3) The reactants are: [CH2:1]([O:3][C:4]1[CH:9]=[CH:8][C:7]([CH2:10]O)=[C:6]([CH3:12])[CH:5]=1)[CH3:2].[BrH:13]. Given the product [Br:13][CH2:10][C:7]1[CH:8]=[CH:9][C:4]([O:3][CH2:1][CH3:2])=[CH:5][C:6]=1[CH3:12], predict the reactants needed to synthesize it.